This data is from Peptide-MHC class II binding affinity with 134,281 pairs from IEDB. The task is: Regression. Given a peptide amino acid sequence and an MHC pseudo amino acid sequence, predict their binding affinity value. This is MHC class II binding data. The peptide sequence is SGTNNKTMAVCTNAK. The MHC is DRB3_0101 with pseudo-sequence DRB3_0101. The binding affinity (normalized) is 0.192.